From a dataset of Forward reaction prediction with 1.9M reactions from USPTO patents (1976-2016). Predict the product of the given reaction. (1) The product is: [NH2:3][CH2:4][CH2:5][CH2:6][CH2:7][CH2:8][CH2:9][CH2:10][CH2:11][CH2:12][CH2:13][CH2:14][C:15]([NH:17][OH:18])=[O:16]. Given the reactants [H][H].[NH2:3][CH2:4][CH2:5][CH2:6][CH2:7][CH2:8][CH2:9][CH2:10][CH2:11][CH2:12][CH2:13][CH2:14][C:15]([NH:17][O:18]CC1C=CC=CC=1)=[O:16], predict the reaction product. (2) Given the reactants Br[C:2]1[N:6]([S:7]([C:10]2[CH:15]=[CH:14][CH:13]=[CH:12][CH:11]=2)(=[O:9])=[O:8])[CH:5]=[C:4]([C:16]([O:18][CH3:19])=[O:17])[CH:3]=1.[CH:20]1(B(O)O)[CH2:22][CH2:21]1.C1(P(C2CCCCC2)C2CCCCC2)CCCCC1.P([O-])([O-])([O-])=O.[K+].[K+].[K+], predict the reaction product. The product is: [CH:20]1([C:2]2[N:6]([S:7]([C:10]3[CH:15]=[CH:14][CH:13]=[CH:12][CH:11]=3)(=[O:9])=[O:8])[CH:5]=[C:4]([C:16]([O:18][CH3:19])=[O:17])[CH:3]=2)[CH2:22][CH2:21]1. (3) Given the reactants Br.[NH:2]1[CH2:7][CH2:6][CH:5]([C:8]2[NH:9][C:10](=[O:18])[C:11]3[C:16]([CH:17]=2)=[CH:15][CH:14]=[CH:13][CH:12]=3)[CH2:4][CH2:3]1.C=O.[C:21]([BH3-])#N.[Na+].C(O)(=O)C, predict the reaction product. The product is: [CH3:21][N:2]1[CH2:7][CH2:6][CH:5]([C:8]2[NH:9][C:10](=[O:18])[C:11]3[C:16]([CH:17]=2)=[CH:15][CH:14]=[CH:13][CH:12]=3)[CH2:4][CH2:3]1. (4) The product is: [C:1]1([N:7]2[C:15]3[C:10](=[N:11][CH:12]=[CH:13][CH:14]=3)[N:9]=[C:8]2[CH:16]([NH:18][C:20]2[N:28]=[CH:27][N:26]=[C:25]3[C:21]=2[N:22]=[CH:23][NH:24]3)[CH3:17])[CH:2]=[CH:3][CH:4]=[CH:5][CH:6]=1. Given the reactants [C:1]1([N:7]2[C:15]3[C:10](=[N:11][CH:12]=[CH:13][CH:14]=3)[N:9]=[C:8]2[C@@H:16]([NH2:18])[CH3:17])[CH:6]=[CH:5][CH:4]=[CH:3][CH:2]=1.Cl[C:20]1[N:28]=[CH:27][N:26]=[C:25]2[C:21]=1[N:22]=[CH:23][N:24]2C1CCCCO1.CCN(C(C)C)C(C)C, predict the reaction product. (5) Given the reactants COC1C=CC(C[N:10]2[C:14]3[N:15]=[C:16]([N:26]4[CH2:31][CH2:30][O:29][CH2:28][CH2:27]4)[N:17]=[C:18]([N:19]4[CH2:23][CH2:22][C@:21]([CH3:25])([OH:24])[CH2:20]4)[C:13]=3[N:12]=[N:11]2)=CC=1, predict the reaction product. The product is: [CH3:25][C@:21]1([OH:24])[CH2:22][CH2:23][N:19]([C:18]2[C:13]3[N:12]=[N:11][NH:10][C:14]=3[N:15]=[C:16]([N:26]3[CH2:31][CH2:30][O:29][CH2:28][CH2:27]3)[N:17]=2)[CH2:20]1. (6) Given the reactants Cl.Cl.[NH:3]1[C:11]2[C:6](=[CH:7][C:8]([NH:12][C:13]3[C:22]4[C:17](=[CH:18][CH:19]=[C:20]([O:23][CH2:24][CH2:25][N:26]5[CH2:30][CH2:29][CH2:28][CH2:27]5)[CH:21]=4)[N:16]=[C:15]([C:31]4[CH:32]=[C:33]([NH:37][C:38](=[O:42])[CH2:39][CH2:40][CH3:41])[CH:34]=[CH:35][CH:36]=4)[N:14]=3)=[CH:9][CH:10]=2)[CH:5]=[N:4]1, predict the reaction product. The product is: [NH:3]1[C:11]2[C:6](=[CH:7][C:8]([NH:12][C:13]3[C:22]4[C:17](=[CH:18][CH:19]=[C:20]([O:23][CH2:24][CH2:25][N:26]5[CH2:30][CH2:29][CH2:28][CH2:27]5)[CH:21]=4)[N:16]=[C:15]([C:31]4[CH:32]=[C:33]([NH:37][C:38](=[O:42])[CH2:39][CH2:40][CH3:41])[CH:34]=[CH:35][CH:36]=4)[N:14]=3)=[CH:9][CH:10]=2)[CH:5]=[N:4]1. (7) The product is: [Cl:1][C:2]1[C:7]([NH:8][C:9]2[N:14]=[C:13]([NH:15][CH:25]3[CH2:26][CH2:27]3)[C:12]3=[N:28][CH:29]=[C:30]([C:31]#[N:32])[N:11]3[N:10]=2)=[CH:6][C:5]([C:33]#[N:34])=[CH:4][C:3]=1[N:35]1[CH2:40][CH2:39][N:38]([CH2:41][CH:42]([F:43])[F:44])[CH:37]([C:45]([N:47]([CH3:49])[CH3:48])=[O:46])[CH2:36]1. Given the reactants [Cl:1][C:2]1[C:7]([NH:8][C:9]2[N:14]=[C:13]([N:15]([CH:25]3[CH2:27][CH2:26]3)CC3C=CC(OC)=CC=3)[C:12]3=[N:28][CH:29]=[C:30]([C:31]#[N:32])[N:11]3[N:10]=2)=[CH:6][C:5]([C:33]#[N:34])=[CH:4][C:3]=1[N:35]1[CH2:40][CH2:39][N:38]([CH2:41][CH:42]([F:44])[F:43])[CH:37]([C:45]([N:47]([CH3:49])[CH3:48])=[O:46])[CH2:36]1.C1(OC)C=CC=CC=1.C(O)(C(F)(F)F)=O, predict the reaction product.